Dataset: Reaction yield outcomes from USPTO patents with 853,638 reactions. Task: Predict the reaction yield, written as a fraction of the theoretical maximum amount of product (1.0 means a 100% yield; for example, 0.34 means a 34% yield). (1) The reactants are [NH:1]([C:3]1[C:4]([N:17]2[CH2:22][CH2:21][N:20]([CH3:23])[CH2:19][CH2:18]2)=[N:5][C:6]2[C:11]([N:12]=1)=[CH:10][C:9]([C:13]([F:16])([F:15])[F:14])=[CH:8][CH:7]=2)[NH2:2].[CH:24](OCC)(OCC)OCC. No catalyst specified. The product is [CH3:23][N:20]1[CH2:19][CH2:18][N:17]([C:4]2[C:3]3[N:12]([CH:24]=[N:2][N:1]=3)[C:11]3[C:6]([N:5]=2)=[CH:7][CH:8]=[C:9]([C:13]([F:15])([F:14])[F:16])[CH:10]=3)[CH2:22][CH2:21]1. The yield is 0.540. (2) The reactants are [CH2:1]([O:3][C:4]([C:6]1[C:7]([C:24]([F:27])([F:26])[F:25])=[N:8][C:9]([NH:12][CH2:13][CH2:14][CH2:15][C:16]2[CH:21]=[CH:20][CH:19]=[C:18]([O:22]C)[CH:17]=2)=[N:10][CH:11]=1)=[O:5])C.B(Br)(Br)Br.C(Cl)Cl. The catalyst is C(Cl)Cl. The product is [CH3:1][O:3][C:4]([C:6]1[C:7]([C:24]([F:26])([F:27])[F:25])=[N:8][C:9]([NH:12][CH2:13][CH2:14][CH2:15][C:16]2[CH:21]=[CH:20][CH:19]=[C:18]([OH:22])[CH:17]=2)=[N:10][CH:11]=1)=[O:5]. The yield is 1.00. (3) The reactants are [C:1]1([C:7]2[N:11]=[C:10]([N:12]3[CH2:17][CH2:16][N:15](C(OC(C)(C)C)=O)[CH2:14][CH2:13]3)[S:9][N:8]=2)[CH:6]=[CH:5][CH:4]=[CH:3][CH:2]=1.Cl.CCCCCC. The catalyst is C(OCC)(=O)C. The product is [C:1]1([C:7]2[N:11]=[C:10]([N:12]3[CH2:17][CH2:16][NH:15][CH2:14][CH2:13]3)[S:9][N:8]=2)[CH:2]=[CH:3][CH:4]=[CH:5][CH:6]=1. The yield is 0.770. (4) The reactants are [N+:1]([C:4]1[C:5]([S:10]([NH2:13])(=[O:12])=[O:11])=[N:6][CH:7]=[CH:8][CH:9]=1)([O-])=O.[Cl-].[NH4+].C(OCC)(=O)C. The catalyst is C(O)C.[Fe]. The product is [NH2:1][C:4]1[C:5]([S:10]([NH2:13])(=[O:12])=[O:11])=[N:6][CH:7]=[CH:8][CH:9]=1. The yield is 0.760. (5) The reactants are FC(F)(F)S(O[C:7]1[C:12]2[O:13][CH:14]([CH2:17][O:18][S:19]([C:22]3[CH:27]=[CH:26][C:25]([CH3:28])=[CH:24][CH:23]=3)(=[O:21])=[O:20])[CH2:15][O:16][C:11]=2[CH:10]=[CH:9][CH:8]=1)(=O)=O.[CH3:31][C:32]1[CH:37]=[CH:36][CH:35]=[CH:34][C:33]=1B(O)O. No catalyst specified. The product is [CH3:31][C:32]1[CH:37]=[CH:36][CH:35]=[CH:34][C:33]=1[C:7]1[C:12]2[O:13][CH:14]([CH2:17][O:18][S:19]([C:22]3[CH:23]=[CH:24][C:25]([CH3:28])=[CH:26][CH:27]=3)(=[O:21])=[O:20])[CH2:15][O:16][C:11]=2[CH:10]=[CH:9][CH:8]=1. The yield is 0.850.